Dataset: Peptide-MHC class II binding affinity with 134,281 pairs from IEDB. Task: Regression. Given a peptide amino acid sequence and an MHC pseudo amino acid sequence, predict their binding affinity value. This is MHC class II binding data. (1) The peptide sequence is WIILGLNKIVRM. The MHC is DRB5_0101 with pseudo-sequence DRB5_0101. The binding affinity (normalized) is 0.525. (2) The peptide sequence is SQDLELSWNLNGLQAT. The MHC is HLA-DQA10101-DQB10501 with pseudo-sequence HLA-DQA10101-DQB10501. The binding affinity (normalized) is 0.861. (3) The peptide sequence is MPRSIGGPVSSHNHI. The MHC is DRB5_0101 with pseudo-sequence DRB5_0101. The binding affinity (normalized) is 0. (4) The peptide sequence is RNSRWSSPDNVKPLY. The MHC is DRB1_1001 with pseudo-sequence DRB1_1001. The binding affinity (normalized) is 0.510. (5) The peptide sequence is QRGVGVAQGGVFHTM. The MHC is DRB1_0801 with pseudo-sequence DRB1_0801. The binding affinity (normalized) is 0.229. (6) The peptide sequence is KSDPSQGGGIKITHF. The MHC is DRB4_0101 with pseudo-sequence DRB4_0103. The binding affinity (normalized) is 0.610.